This data is from Catalyst prediction with 721,799 reactions and 888 catalyst types from USPTO. The task is: Predict which catalyst facilitates the given reaction. (1) Reactant: [CH3:1][C:2]1[CH:7]=[CH:6][C:5]([S:8][CH2:9][C:10]2[CH:19]=[CH:18][CH:17]=[CH:16][C:11]=2[C:12]([O:14][CH3:15])=[O:13])=[C:4]([N+:20]([O-])=O)[CH:3]=1.[NH4+].[Cl-]. Product: [NH2:20][C:4]1[CH:3]=[C:2]([CH3:1])[CH:7]=[CH:6][C:5]=1[S:8][CH2:9][C:10]1[CH:19]=[CH:18][CH:17]=[CH:16][C:11]=1[C:12]([O:14][CH3:15])=[O:13]. The catalyst class is: 284. (2) Reactant: [Li+].CC([N-]C(C)C)C.[CH3:9][CH:10]1[CH2:16][CH2:15][N:14]([S:17]([C:20]2[CH:26]=[CH:25][C:23]([CH3:24])=[CH:22][CH:21]=2)(=[O:19])=[O:18])[CH2:13][CH2:12][C:11]1=[O:27].[Br:28]Br.C([O-])(O)=O.[Na+]. Product: [Br:28][CH:12]1[C:11](=[O:27])[CH:10]([CH3:9])[CH2:16][CH2:15][N:14]([S:17]([C:20]2[CH:21]=[CH:22][C:23]([CH3:24])=[CH:25][CH:26]=2)(=[O:19])=[O:18])[CH2:13]1. The catalyst class is: 1. (3) Reactant: C([CH2:4][NH:5][C:6]1[S:7][C:8]([C:11]2[CH:16]=[CH:15][C:14]([CH2:17][C@H:18]([O:23][CH2:24][CH3:25])[C:19]([O:21]C)=[O:20])=[CH:13][CH:12]=2)=[CH:9][N:10]=1)(=O)C.[OH-].[Na+]. Product: [CH2:24]([O:23][C@@H:18]([CH2:17][C:14]1[CH:13]=[CH:12][C:11]([C:8]2[S:7][C:6]([NH:5][CH3:4])=[N:10][CH:9]=2)=[CH:16][CH:15]=1)[C:19]([OH:21])=[O:20])[CH3:25]. The catalyst class is: 24. (4) Reactant: [Cl:1][C:2]1[N:7]=[C:6]([C:8](N(OC)C)=[O:9])[C:5]([CH:14]=[CH2:15])=[C:4]([NH:16][CH3:17])[N:3]=1.[C:18]1([Mg]Br)[CH:23]=[CH:22][CH:21]=[CH:20][CH:19]=1.CCOC(C)=O. Product: [Cl:1][C:2]1[N:7]=[C:6]([C:8]([C:18]2[CH:23]=[CH:22][CH:21]=[CH:20][CH:19]=2)=[O:9])[C:5]([CH:14]=[CH2:15])=[C:4]([NH:16][CH3:17])[N:3]=1. The catalyst class is: 1. (5) Reactant: CO[C:3](=O)[NH:4][C:5]1[CH:25]=[CH:24][C:8]2[N:9]([CH2:16][CH:17]3[CH2:22][CH2:21][CH2:20][CH2:19][N:18]3[CH3:23])[C:10]([C:12]([CH3:15])([CH3:14])[CH3:13])=[N:11][C:7]=2[CH:6]=1.Cl.CCOCC.[H-].[H-].[H-].[H-].[Li+].[Al+3].[C:39]([NH:42][C:43]1[CH:48]=[CH:47][C:46]([S:49](Cl)(=[O:51])=[O:50])=[CH:45][CH:44]=1)(=[O:41])[CH3:40]. Product: [C:12]([C:10]1[N:9]([CH2:16][CH:17]2[CH2:22][CH2:21][CH2:20][CH2:19][N:18]2[CH3:23])[C:8]2[CH:24]=[CH:25][C:5]([N:4]([CH3:3])[S:49]([C:46]3[CH:45]=[CH:44][C:43]([NH:42][C:39](=[O:41])[CH3:40])=[CH:48][CH:47]=3)(=[O:51])=[O:50])=[CH:6][C:7]=2[N:11]=1)([CH3:14])([CH3:13])[CH3:15]. The catalyst class is: 76. (6) Reactant: [NH2:1][C:2]1[N:6]([CH3:7])[N:5]=[CH:4][C:3]=1[N:8]=O.[S:10](=[O:14])(=[O:13])([OH:12])[OH:11]. Product: [S:10](=[O:12])(=[O:11])([OH:14])[OH:13].[NH2:8][C:3]1[CH:4]=[N:5][N:6]([CH3:7])[C:2]=1[NH2:1]. The catalyst class is: 522. (7) Reactant: [CH3:1][C:2]([CH3:17])([CH2:5][NH:6][CH2:7][C:8]1[CH:13]=[CH:12][CH:11]=[CH:10][C:9]=1[N+:14]([O-:16])=[O:15])[CH2:3][OH:4].C(N(CC)CC)C.[C:25](Cl)(Cl)=[S:26].O. The catalyst class is: 22. Product: [CH3:1][C:2]1([CH3:17])[CH2:3][O:4][C:25](=[S:26])[N:6]([CH2:7][C:8]2[CH:13]=[CH:12][CH:11]=[CH:10][C:9]=2[N+:14]([O-:16])=[O:15])[CH2:5]1. (8) Reactant: [CH:1]12[CH2:7][CH:4]([NH:5][CH2:6]1)[CH2:3][N:2]2[C:8]1[C:16]2[C:11](=[CH:12][CH:13]=[CH:14][CH:15]=2)[N:10]([C:17]2[CH:22]=[CH:21][N:20]=[C:19]([NH:23][CH:24]([C:26]3[CH:31]=[CH:30][CH:29]=[CH:28][CH:27]=3)[CH3:25])[CH:18]=2)[N:9]=1.[CH3:32][C:33]([CH3:35])=O.C(O[BH-](OC(=O)C)OC(=O)C)(=O)C.[Na+]. Product: [NH3:2].[CH:33]([N:5]1[CH2:6][C@@H:1]2[CH2:7][C@H:4]1[CH2:3][N:2]2[C:8]1[C:16]2[C:11](=[CH:12][CH:13]=[CH:14][CH:15]=2)[N:10]([C:17]2[CH:22]=[CH:21][N:20]=[C:19]([NH:23][C@H:24]([C:26]3[CH:31]=[CH:30][CH:29]=[CH:28][CH:27]=3)[CH3:25])[CH:18]=2)[N:9]=1)([CH3:35])[CH3:32]. The catalyst class is: 373. (9) Product: [Br:1][C:2]1[C:3]([Cl:11])=[C:4]([CH:8]=[CH:9][CH:10]=1)[C:5]([N:14]([O:15][CH3:16])[CH3:13])=[O:6]. Reactant: [Br:1][C:2]1[C:3]([Cl:11])=[C:4]([CH:8]=[CH:9][CH:10]=1)[C:5](O)=[O:6].Cl.[CH3:13][NH:14][O:15][CH3:16].CCN=C=NCCCN(C)C.Cl.N1C=CC=CC=1. The catalyst class is: 1. (10) Reactant: [NH2:1][C:2]1[C:11]2[C:6](=[CH:7][C:8]([CH2:12][N:13]3[CH2:18][CH:17]([CH3:19])[NH:16][C@@H:15]([CH3:20])[C:14]3=[O:21])=[CH:9][CH:10]=2)[N:5]=[CH:4][N:3]=1.C(=O)([O-])[O-].[K+].[K+].Br[CH2:29][C:30]1[S:34][C:33]2[CH:35]=[C:36]([Cl:39])[CH:37]=[CH:38][C:32]=2[CH:31]=1. Product: [NH2:1][C:2]1[C:11]2[C:6](=[CH:7][C:8]([CH2:12][N:13]3[CH2:18][CH:17]([CH3:19])[N:16]([CH2:29][C:30]4[S:34][C:33]5[CH:35]=[C:36]([Cl:39])[CH:37]=[CH:38][C:32]=5[CH:31]=4)[C@@H:15]([CH3:20])[C:14]3=[O:21])=[CH:9][CH:10]=2)[N:5]=[CH:4][N:3]=1. The catalyst class is: 3.